From a dataset of Forward reaction prediction with 1.9M reactions from USPTO patents (1976-2016). Predict the product of the given reaction. (1) Given the reactants [CH3:1][C:2]1[CH:3]=[C:4]([CH:30]=[CH:31][C:32]=1[CH3:33])[CH2:5][CH:6]([CH2:10][C:11](=[O:29])[N:12]1[CH2:17][CH2:16][CH:15]([N:18]2[CH2:27][C:26]3[C:21](=[CH:22][CH:23]=[CH:24][CH:25]=3)[NH:20][C:19]2=[O:28])[CH2:14][CH2:13]1)[C:7](O)=[O:8].[CH:34]([N:37]1[CH2:42][CH2:41][N:40]([CH:43]2[CH2:48][CH2:47][NH:46][CH2:45][CH2:44]2)[CH2:39][CH2:38]1)([CH3:36])[CH3:35], predict the reaction product. The product is: [CH3:1][C:2]1[CH:3]=[C:4]([CH:30]=[CH:31][C:32]=1[CH3:33])[CH2:5][CH:6]([CH2:10][C:11]([N:12]1[CH2:13][CH2:14][CH:15]([N:18]2[CH2:27][C:26]3[C:21](=[CH:22][CH:23]=[CH:24][CH:25]=3)[NH:20][C:19]2=[O:28])[CH2:16][CH2:17]1)=[O:29])[C:7]([N:46]1[CH2:45][CH2:44][CH:43]([N:40]2[CH2:39][CH2:38][N:37]([CH:34]([CH3:36])[CH3:35])[CH2:42][CH2:41]2)[CH2:48][CH2:47]1)=[O:8]. (2) Given the reactants [H-].[Na+].[F:3][C:4]1[CH:5]=[C:6]([C:10]2[NH:11][CH:12]=[C:13]3[C:18]=2[C:17](=[O:19])[N:16]([CH3:20])[C:15](=[O:21])[N:14]3[CH3:22])[CH:7]=[CH:8][CH:9]=1.C1O[CH2:47][CH2:46][O:45][C:44]2[C:39](=[CH:40]C=CC=2)[O:38]CCO[CH2:47][CH2:46][O:45][C:44]2[C:39](=[CH:40]C=CC=2)[O:38]C1.[CH3:49]N(C=O)C, predict the reaction product. The product is: [CH3:49][C:46]1([CH3:47])[O:38][C@H:39]([CH2:40][N:11]2[C:10]([C:6]3[CH:7]=[CH:8][CH:9]=[C:4]([F:3])[CH:5]=3)=[C:18]3[C:13]([N:14]([CH3:22])[C:15](=[O:21])[N:16]([CH3:20])[C:17]3=[O:19])=[CH:12]2)[CH2:44][O:45]1. (3) The product is: [C:1]([O:12][CH2:16][CH2:15][O:14][CH3:13])(=[O:11])/[CH:2]=[CH:3]/[CH2:4][CH2:5][CH2:6][CH2:7][CH2:8][CH2:9][CH3:10]. Given the reactants [C:1]([OH:12])(=[O:11])/[CH:2]=[CH:3]/[CH2:4][CH2:5][CH2:6][CH2:7][CH2:8][CH2:9][CH3:10].[CH3:13][O:14][CH2:15][CH2:16]O, predict the reaction product. (4) The product is: [C:15]([O:14][C:12]([NH:11][CH2:10][C:7]1[CH:8]=[CH:9][C:4]([C:3]([OH:20])=[O:2])=[CH:5][C:6]=1[F:19])=[O:13])([CH3:18])([CH3:16])[CH3:17]. Given the reactants C[O:2][C:3](=[O:20])[C:4]1[CH:9]=[CH:8][C:7]([CH2:10][NH:11][C:12]([O:14][C:15]([CH3:18])([CH3:17])[CH3:16])=[O:13])=[C:6]([F:19])[CH:5]=1.[OH-].[Na+], predict the reaction product. (5) Given the reactants [C:1]([C:5]1[CH:6]=[C:7]2[C:12](=[C:13]([F:15])[CH:14]=1)[C:11](=[O:16])[N:10]([C:17]1[N:24]=[CH:23][CH:22]=[C:21]([C:25]3[CH:30]=[C:29]([NH:31][C:32]4[CH:37]=[CH:36][C:35]([N:38]5[CH2:43][C@@H:42]([CH3:44])[N:41]([CH:45]6[CH2:48][O:47][CH2:46]6)[CH2:40][C@@H:39]5[CH3:49])=[CH:34][N:33]=4)[C:28](=[O:50])[N:27]([CH3:51])[CH:26]=3)[C:18]=1[CH:19]=[O:20])[N:9]=[CH:8]2)([CH3:4])([CH3:3])[CH3:2].[BH4-].[Na+], predict the reaction product. The product is: [C:1]([C:5]1[CH:6]=[C:7]2[C:12](=[C:13]([F:15])[CH:14]=1)[C:11](=[O:16])[N:10]([C:17]1[C:18]([CH2:19][OH:20])=[C:21]([C:25]3[CH:30]=[C:29]([NH:31][C:32]4[CH:37]=[CH:36][C:35]([N:38]5[CH2:43][C@@H:42]([CH3:44])[N:41]([CH:45]6[CH2:48][O:47][CH2:46]6)[CH2:40][C@@H:39]5[CH3:49])=[CH:34][N:33]=4)[C:28](=[O:50])[N:27]([CH3:51])[CH:26]=3)[CH:22]=[CH:23][N:24]=1)[N:9]=[CH:8]2)([CH3:2])([CH3:3])[CH3:4].